This data is from Reaction yield outcomes from USPTO patents with 853,638 reactions. The task is: Predict the reaction yield, written as a fraction of the theoretical maximum amount of product (1.0 means a 100% yield; for example, 0.34 means a 34% yield). (1) The reactants are [C:1]1([C@@H:7]2[CH2:9][C@H:8]2[NH:10][CH2:11][CH:12]2[CH2:17][CH2:16][N:15](C(OC(C)(C)C)=O)[CH2:14][CH2:13]2)[CH:6]=[CH:5][CH:4]=[CH:3][CH:2]=1.C(=O)([O-])[O-].[K+].[K+].IC. The catalyst is C(#N)C.CN(C)C=O. The product is [C:1]1([C@@H:7]2[CH2:9][C@H:8]2[NH:10][CH2:11][CH:12]2[CH2:17][CH2:16][NH:15][CH2:14][CH2:13]2)[CH:2]=[CH:3][CH:4]=[CH:5][CH:6]=1. The yield is 0.134. (2) The reactants are [CH2:1]([NH:8][CH2:9][C:10]1[CH:15]=[CH:14][CH:13]=[CH:12][CH:11]=1)[C:2]1[CH:7]=[CH:6][CH:5]=[CH:4][CH:3]=1.[Br-].[Li+].[CH2:18]([C@H:20]1[O:22][CH2:21]1)[Cl:19]. No catalyst specified. The product is [Cl:19][CH2:18][C@@H:20]([OH:22])[CH2:21][N:8]([CH2:1][C:2]1[CH:7]=[CH:6][CH:5]=[CH:4][CH:3]=1)[CH2:9][C:10]1[CH:15]=[CH:14][CH:13]=[CH:12][CH:11]=1. The yield is 0.900. (3) The reactants are Cl.[N:2]1[CH:7]=[CH:6][CH:5]=[CH:4][C:3]=1[N:8]([CH2:32][CH2:33][C:34]([O:36][CH2:37][CH3:38])=[O:35])[C:9]([C:11]1[CH:31]=[CH:30][C:14]2[N:15]([CH3:29])[C:16]([CH2:18][CH2:19][C:20]3[CH:25]=[CH:24][C:23]([C:26](=[NH:28])[NH2:27])=[CH:22][CH:21]=3)=[N:17][C:13]=2[CH:12]=1)=[O:10].[C:39](Cl)(=[O:46])[C:40]1[CH:45]=[CH:44][CH:43]=[N:42][CH:41]=1. The catalyst is ClCCl.CO. The product is [N:2]1[CH:7]=[CH:6][CH:5]=[CH:4][C:3]=1[N:8]([CH2:32][CH2:33][C:34]([O:36][CH2:37][CH3:38])=[O:35])[C:9]([C:11]1[CH:31]=[CH:30][C:14]2[N:15]([CH3:29])[C:16]([CH2:18][CH2:19][C:20]3[CH:25]=[CH:24][C:23]([C:26](=[NH:27])[NH:28][C:39](=[O:46])[C:40]4[CH:45]=[CH:44][CH:43]=[N:42][CH:41]=4)=[CH:22][CH:21]=3)=[N:17][C:13]=2[CH:12]=1)=[O:10]. The yield is 0.560. (4) The reactants are [CH2:1]([OH:8])[CH2:2][CH2:3][CH2:4][CH2:5][CH2:6][OH:7].[CH3:9][S:10](Cl)(=[O:12])=[O:11]. The catalyst is N1C=CC=CC=1. The product is [CH3:9][S:10]([O:7][CH2:6][CH2:5][CH2:4][CH2:3][CH2:2][CH2:1][O:8][S:10]([CH3:9])(=[O:12])=[O:11])(=[O:12])=[O:11]. The yield is 0.328. (5) The reactants are [CH3:1][C:2]1[C:16](=[O:17])[N:15]=[C:14]2[N:4]([C@@H:5]3[O:9][C@H:8]([CH2:10][OH:11])[C@@H:7]([OH:12])[C@@H:6]3[O:13]2)[CH:3]=1.[CH3:18][O:19][CH2:20][CH2:21][O:22]B([O:22][CH2:21][CH2:20][O:19][CH3:18])[O:22][CH2:21][CH2:20][O:19][CH3:18]. The catalyst is COCCO. The product is [CH3:18][O:19][CH2:20][CH2:21][O:22][C@@H:6]1[C@H:7]([OH:12])[C@@H:8]([CH2:10][OH:11])[O:9][C@H:5]1[N:4]1[CH:3]=[C:2]([CH3:1])[C:16](=[O:17])[NH:15][C:14]1=[O:13]. The yield is 0.630. (6) The reactants are [Br:1][C:2]1[CH:3]=[CH:4][C:5]2[NH:6][C:7]3[C:12]([C:13]=2[CH:14]=1)=[CH:11][C:10]([Br:15])=[CH:9][CH:8]=3.[H-].[Na+].[C:18]([O:23][CH3:24])(=[O:22])[CH:19]1[O:21][CH2:20]1. The catalyst is CN(C=O)C. The product is [Br:15][C:10]1[CH:9]=[CH:8][C:7]2[N:6]([CH2:20][CH:19]([OH:21])[C:18]([O:23][CH3:24])=[O:22])[C:5]3[C:13]([C:12]=2[CH:11]=1)=[CH:14][C:2]([Br:1])=[CH:3][CH:4]=3. The yield is 0.320. (7) The reactants are [CH2:1]([O:3][P:4]([C:9]([F:39])=[CH:10][CH:11]1[CH:18]2[CH:14]([O:15]C(C)(C)[O:17]2)[CH:13]([N:21]2[CH:29]=[N:28][C:27]3[C:22]2=[N:23][CH:24]=[N:25][C:26]=3[NH:30][C:31](=[O:38])[C:32]2[CH:37]=[CH:36][CH:35]=[CH:34][CH:33]=2)[O:12]1)(=[O:8])[O:5][CH2:6][CH3:7])[CH3:2].C(OP(C=CC1C(O)C(O)C(N2C3N=CN=C(NC(=O)C4C=CC=CC=4)C=3N=N2)O1)(=O)OCC)C. No catalyst specified. The product is [CH2:6]([O:5][P:4]([C:9]([F:39])=[CH:10][CH:11]1[CH:18]([OH:17])[CH:14]([OH:15])[CH:13]([N:21]2[CH:29]=[N:28][C:27]3[C:22]2=[N:23][CH:24]=[N:25][C:26]=3[NH:30][C:31](=[O:38])[C:32]2[CH:33]=[CH:34][CH:35]=[CH:36][CH:37]=2)[O:12]1)(=[O:8])[O:3][CH2:1][CH3:2])[CH3:7]. The yield is 0.760. (8) The reactants are [CH2:1]([NH:4][C:5]([C:7]1[S:11][C:10]([Br:12])=[N:9][C:8]=1[Br:13])=O)[CH:2]=[CH2:3].P(Cl)(Cl)(Cl)(Cl)Cl.Cl.O1CCOCC1.CO[CH:29](OC)[CH2:30][NH2:31]. The catalyst is ClCCl.O. The product is [CH2:1]([N:4]1[CH:29]=[CH:30][N:31]=[C:5]1[C:7]1[S:11][C:10]([Br:12])=[N:9][C:8]=1[Br:13])[CH:2]=[CH2:3]. The yield is 0.580. (9) The reactants are C(O[C:4]([C@H:6]1[C@@H:11]([N:12]([CH2:33][C:34]2[CH:39]=[CH:38][C:37]([F:40])=[CH:36][CH:35]=2)[C:13](=[O:32])[CH2:14][C:15]2[NH:20][C:19]3[CH:21]=[CH:22][C:23]([NH:25][S:26]([CH3:29])(=[O:28])=[O:27])=[CH:24][C:18]=3[S:17](=[O:31])(=[O:30])[N:16]=2)[C@H:10]2[CH2:41][C@@H:7]1[CH2:8][CH2:9]2)=[O:5])C.[O-]CC.[Na+].Cl. The catalyst is C(O)C.C(OCC)(=O)C. The product is [F:40][C:37]1[CH:38]=[CH:39][C:34]([CH2:33][N:12]2[C:13](=[O:32])[C:14]([C:15]3[NH:20][C:19]4[CH:21]=[CH:22][C:23]([NH:25][S:26]([CH3:29])(=[O:27])=[O:28])=[CH:24][C:18]=4[S:17](=[O:31])(=[O:30])[N:16]=3)=[C:4]([OH:5])[C@H:6]3[C@@H:11]2[C@H:10]2[CH2:41][C@@H:7]3[CH2:8][CH2:9]2)=[CH:35][CH:36]=1. The yield is 0.680. (10) The reactants are [I:1][C:2]1[CH:3]=[C:4]([N:11]2[CH2:16][CH2:15][O:14][CH2:13][CH2:12]2)[CH:5]=[C:6]([N+:8]([O-])=O)[CH:7]=1.C(O)(=O)C. The catalyst is C(O)C.O.C(=O)([O-])[O-].[Na+].[Na+].[Fe]. The product is [I:1][C:2]1[CH:7]=[C:6]([CH:5]=[C:4]([N:11]2[CH2:16][CH2:15][O:14][CH2:13][CH2:12]2)[CH:3]=1)[NH2:8]. The yield is 0.810.